From a dataset of Reaction yield outcomes from USPTO patents with 853,638 reactions. Predict the reaction yield, written as a fraction of the theoretical maximum amount of product (1.0 means a 100% yield; for example, 0.34 means a 34% yield). (1) The reactants are [CH3:1][O:2][C:3]([C:5]1[CH:6]=[CH:7][C:8]2[O:12][CH:11]=[C:10](Br)[C:9]=2[CH:14]=1)=[O:4].[C:15](P(C(C)(C)C)C(C)(C)C)(C)([CH3:17])[CH3:16].C#CC.C(NC(C)C)(C)C. The catalyst is O1CCOCC1.CCOC(C)=O.C1C=CC(C#N)=CC=1.C1C=CC(C#N)=CC=1.Cl[Pd]Cl. The product is [C:16]([C:10]1[C:9]2[CH:14]=[C:5]([C:3]([O:2][CH3:1])=[O:4])[CH:6]=[CH:7][C:8]=2[O:12][CH:11]=1)#[C:15][CH3:17]. The yield is 0.730. (2) The reactants are [Br:1][C:2]1[CH:7]=[CH:6][CH:5]=[C:4]([Br:8])[N:3]=1.FC(F)(F)C(O)=[O:12].OO. The catalyst is O. The product is [Br:1][C:2]1[CH:7]=[CH:6][CH:5]=[C:4]([Br:8])[N+:3]=1[O-:12]. The yield is 0.780. (3) The reactants are [CH2:1]([O:8][C:9]1[CH:14]=[CH:13][CH:12]=[CH:11][C:10]=1B(O)O)[C:2]1[CH:7]=[CH:6][CH:5]=[CH:4][CH:3]=1.Br[C:19]1[CH:28]=[CH:27][C:26]([N+:29]([O-:31])=[O:30])=[CH:25][C:20]=1[C:21]([O:23][CH3:24])=[O:22].C(=O)([O-])[O-].[Cs+].[Cs+].C(OCC)(=O)C. The catalyst is CN(C)C=O.Cl[Pd](Cl)([P](C1C=CC=CC=1)(C1C=CC=CC=1)C1C=CC=CC=1)[P](C1C=CC=CC=1)(C1C=CC=CC=1)C1C=CC=CC=1.O.C(OCC)C. The product is [CH2:1]([O:8][C:9]1[CH:14]=[CH:13][CH:12]=[CH:11][C:10]=1[C:19]1[CH:28]=[CH:27][C:26]([N+:29]([O-:31])=[O:30])=[CH:25][C:20]=1[C:21]([O:23][CH3:24])=[O:22])[C:2]1[CH:7]=[CH:6][CH:5]=[CH:4][CH:3]=1. The yield is 0.650. (4) The reactants are Cl[C:2]1[N:7]=[C:6]([NH:8][C:9]2[CH:10]=[C:11]([CH2:15][C:16]#[N:17])[CH:12]=[CH:13][CH:14]=2)[CH:5]=[CH:4][N:3]=1.[CH3:18][N:19]1[CH2:24][CH2:23][N:22]([C:25]2[N:30]=[CH:29][C:28]([NH2:31])=[CH:27][CH:26]=2)[CH2:21][CH2:20]1.CO.C(Cl)Cl.[OH-].[Na+]. The catalyst is CC(O)C.C(O)(C(F)(F)F)=O. The product is [CH3:18][N:19]1[CH2:24][CH2:23][N:22]([C:25]2[N:30]=[CH:29][C:28]([NH:31][C:2]3[N:7]=[C:6]([NH:8][C:9]4[CH:10]=[C:11]([CH2:15][C:16]#[N:17])[CH:12]=[CH:13][CH:14]=4)[CH:5]=[CH:4][N:3]=3)=[CH:27][CH:26]=2)[CH2:21][CH2:20]1. The yield is 0.990. (5) The reactants are [Cl:1][C:2]1[C:7]([CH:8]=O)=[C:6]([F:10])[C:5]([CH3:11])=[CH:4][CH:3]=1.S([O-])(OCCCCCCCCCCCC)(=O)=O.[Na+].C(OI(C1C=CC=CC=1)OC(=O)C)(=O)C.C([O-])(=O)C.[NH4+:49]. The catalyst is O. The product is [Cl:1][C:2]1[C:7]([C:8]#[N:49])=[C:6]([F:10])[C:5]([CH3:11])=[CH:4][CH:3]=1. The yield is 0.190. (6) The reactants are [CH2:1]([O:3][C:4](=[O:12])[C:5]1[CH:10]=[C:9](Br)[CH:8]=[N:7][CH:6]=1)[CH3:2].C(N(CC)CC)C.[CH3:20][Si:21]([C:24]#[CH:25])([CH3:23])[CH3:22]. The catalyst is C1(C=CC=CC=1)[P](C1C=CC=CC=1)(C1C=CC=CC=1)[Pd][P](C1C=CC=CC=1)(C1C=CC=CC=1)C1C=CC=CC=1.[Cu]I.C(OCC)(=O)C. The product is [CH2:1]([O:3][C:4](=[O:12])[C:5]1[CH:10]=[C:9]([C:25]#[C:24][Si:21]([CH3:23])([CH3:22])[CH3:20])[CH:8]=[N:7][CH:6]=1)[CH3:2]. The yield is 0.860.